This data is from Full USPTO retrosynthesis dataset with 1.9M reactions from patents (1976-2016). The task is: Predict the reactants needed to synthesize the given product. Given the product [Cl:1][C:2]1[CH:7]=[CH:6][CH:5]=[C:4]([CH2:8][S:9]([CH3:10])(=[O:31])=[O:29])[C:3]=1[NH:11][C:12](=[O:17])[C:13]([F:15])([F:16])[F:14], predict the reactants needed to synthesize it. The reactants are: [Cl:1][C:2]1[CH:7]=[CH:6][CH:5]=[C:4]([CH2:8][S:9][CH3:10])[C:3]=1[NH:11][C:12](=[O:17])[C:13]([F:16])([F:15])[F:14].ClC1C=C(C=CC=1)C(OO)=O.[O-2:29].[Al+3].[O-2:31].[O-2].[Al+3].